Dataset: Reaction yield outcomes from USPTO patents with 853,638 reactions. Task: Predict the reaction yield, written as a fraction of the theoretical maximum amount of product (1.0 means a 100% yield; for example, 0.34 means a 34% yield). (1) The reactants are [O:1]=[C:2]1[C:7]2[CH:8]=[C:9]([O:12][CH2:13][C:14]([O:16]C(C)(C)C)=[O:15])[CH:10]=[CH:11][C:6]=2[S:5][C:4]([C:21]2[CH:26]=[CH:25][CH:24]=[CH:23][N:22]=2)=[N:3]1. The catalyst is FC(F)(F)C(O)=O. The product is [O:1]=[C:2]1[C:7]2[CH:8]=[C:9]([O:12][CH2:13][C:14]([OH:16])=[O:15])[CH:10]=[CH:11][C:6]=2[S:5][C:4]([C:21]2[CH:26]=[CH:25][CH:24]=[CH:23][N:22]=2)=[N:3]1. The yield is 0.670. (2) The reactants are C([Si](C)(C)[O:6][CH:7]([C:34]([CH3:37])([CH3:36])[CH3:35])[CH2:8][O:9][C:10]1[CH:15]=[CH:14][C:13]([C:16]([C:21]2[S:25][C:24]([CH2:26][NH:27][CH2:28][C:29]([OH:31])=[O:30])=[C:23]([CH3:32])[CH:22]=2)([CH2:19][CH3:20])[CH2:17][CH3:18])=[CH:12][C:11]=1[CH3:33])(C)(C)C.[C:40](Cl)(=[O:42])[CH3:41]. No catalyst specified. The product is [C:40]([N:27]([CH2:26][C:24]1[S:25][C:21]([C:16]([CH2:17][CH3:18])([C:13]2[CH:14]=[CH:15][C:10]([O:9][CH2:8][CH:7]([OH:6])[C:34]([CH3:35])([CH3:36])[CH3:37])=[C:11]([CH3:33])[CH:12]=2)[CH2:19][CH3:20])=[CH:22][C:23]=1[CH3:32])[CH2:28][C:29]([OH:31])=[O:30])(=[O:42])[CH3:41]. The yield is 0.800. (3) The reactants are Br[C:2]1[CH:24]=[CH:23][C:5]2[C:6]3[N:7]([CH:11]=[C:12]([C:14]4[N:18]([CH:19]([CH3:21])[CH3:20])[N:17]=[C:16]([CH3:22])[N:15]=4)[N:13]=3)[CH2:8][CH2:9][O:10][C:4]=2[CH:3]=1.C(=O)([O-])[O-].[Cs+].[Cs+].[CH2:31]1COC[CH2:32]1. The catalyst is O.[Cl-].[Na+].O.C1C=CC([P]([Pd]([P](C2C=CC=CC=2)(C2C=CC=CC=2)C2C=CC=CC=2)([P](C2C=CC=CC=2)(C2C=CC=CC=2)C2C=CC=CC=2)[P](C2C=CC=CC=2)(C2C=CC=CC=2)C2C=CC=CC=2)(C2C=CC=CC=2)C2C=CC=CC=2)=CC=1. The product is [CH:19]([N:18]1[C:14]([C:12]2[N:13]=[C:6]3[C:5]4[CH:23]=[CH:24][C:2]([CH:31]=[CH2:32])=[CH:3][C:4]=4[O:10][CH2:9][CH2:8][N:7]3[CH:11]=2)=[N:15][C:16]([CH3:22])=[N:17]1)([CH3:21])[CH3:20]. The yield is 0.890.